From a dataset of Forward reaction prediction with 1.9M reactions from USPTO patents (1976-2016). Predict the product of the given reaction. (1) The product is: [CH2:1]([O:3][C:4](=[O:20])[CH2:5][CH2:6][C:7]1[CH:12]=[CH:11][C:10]([N:13]2[CH2:19][CH2:18][CH2:17][CH2:16][CH2:15][CH2:14]2)=[CH:9][CH:8]=1)[CH3:2]. Given the reactants [CH2:1]([O:3][C:4](=[O:20])[CH:5]=[CH:6][C:7]1[CH:12]=[CH:11][C:10]([N:13]2[CH2:19][CH2:18][CH2:17][CH2:16][CH2:15][CH2:14]2)=[CH:9][CH:8]=1)[CH3:2], predict the reaction product. (2) Given the reactants Cl[C:2]1[N:7]=[N:6][C:5]([N:8]2[CH2:14][CH2:13][CH2:12][N:11]([CH:15]([CH3:17])[CH3:16])[CH2:10][CH2:9]2)=[CH:4][CH:3]=1.[NH2:18][C:19]1[CH:24]=[CH:23][C:22](B(O)O)=[CH:21][CH:20]=1.B1(C2C=CC(N)=CC=2)OC(C)(C)C(C)(C)O1, predict the reaction product. The product is: [CH:15]([N:11]1[CH2:12][CH2:13][CH2:14][N:8]([C:5]2[N:6]=[N:7][C:2]([C:22]3[CH:23]=[CH:24][C:19]([NH2:18])=[CH:20][CH:21]=3)=[CH:3][CH:4]=2)[CH2:9][CH2:10]1)([CH3:17])[CH3:16]. (3) Given the reactants [C:1]1([C:7]2[N:11]3[N:12]=[C:13]([O:16]C)[CH:14]=[CH:15][C:10]3=[N:9][C:8]=2[C:18]2[CH:23]=[CH:22][C:21]([C:24]3([NH:28]C(=O)OC(C)(C)C)[CH2:27][CH2:26][CH2:25]3)=[CH:20][CH:19]=2)[CH:6]=[CH:5][CH:4]=[CH:3][CH:2]=1.[S-2].[Na+].[Na+].Cl.C(=O)(O)[O-].[Na+], predict the reaction product. The product is: [NH2:28][C:24]1([C:21]2[CH:20]=[CH:19][C:18]([C:8]3[N:9]=[C:10]4[CH:15]=[CH:14][C:13]([OH:16])=[N:12][N:11]4[C:7]=3[C:1]3[CH:6]=[CH:5][CH:4]=[CH:3][CH:2]=3)=[CH:23][CH:22]=2)[CH2:27][CH2:26][CH2:25]1. (4) Given the reactants [CH2:1]([CH2:15][C:16]([NH:18][CH2:19][CH2:20][CH:21]([S:23][C:24](=[S:40])[CH2:25][CH2:26][CH2:27][CH2:28][CH2:29][CH2:30][CH2:31][CH2:32][CH2:33][CH2:34][CH2:35][CH2:36][CH2:37][CH2:38][CH3:39])[OH:22])=[S:17])[CH2:2][CH2:3][CH2:4][CH2:5][CH2:6][CH2:7][CH2:8][CH2:9][CH2:10][CH2:11][CH2:12][CH2:13][CH3:14].[CH:50]1(N=C=N[CH:50]2[CH2:55][CH2:54][CH2:53][CH2:52][CH2:51]2)[CH2:55][CH2:54][CH2:53][CH2:52][CH2:51]1.CN([C:59]1[CH:64]=[CH:63][CH:62]=[CH:61]N=1)C.[CH2:65]([CH2:79][C:80](O)=[S:81])[CH2:66][CH2:67][CH2:68][CH2:69][CH2:70][CH2:71][CH2:72][CH2:73][CH2:74][CH2:75][CH2:76][CH2:77]C.O1C[CH2:86][CH2:85][CH2:84]1, predict the reaction product. The product is: [CH2:1]([CH2:15][C:16]([NH:18][CH2:19][CH2:20][C:21]([O:22][S:81][CH2:80][CH2:79][CH2:65][CH2:66][CH2:67][CH2:68][CH2:69][CH2:70][CH2:71][CH2:72][CH2:73][CH2:74][CH2:75][CH2:76][CH3:77])([S:23][C:24](=[S:40])[CH2:25][CH2:26][CH2:27][CH2:28][CH2:29][CH2:30][CH2:31][CH2:32][CH2:33][CH2:34][CH2:35][CH2:36][CH2:37][CH2:38][CH3:39])[CH2:59][CH2:64][CH2:63][CH2:62][CH2:61][CH2:84][CH2:85][CH2:86][CH2:51][CH2:52][CH2:53][CH2:54][CH2:55][CH3:50])=[S:17])[CH2:2][CH2:3][CH2:4][CH2:5][CH2:6][CH2:7][CH2:8][CH2:9][CH2:10][CH2:11][CH2:12][CH2:13][CH3:14].